This data is from Forward reaction prediction with 1.9M reactions from USPTO patents (1976-2016). The task is: Predict the product of the given reaction. (1) Given the reactants [C:1]([O:5][C:6](=[O:28])[NH:7][C:8]1[C:13]([N+:14]([O-])=O)=[CH:12][C:11]([C:17]2[CH:22]=[CH:21][CH:20]=[C:19]([F:23])[C:18]=2[F:24])=[C:10]([N:25]([CH3:27])[CH3:26])[CH:9]=1)([CH3:4])([CH3:3])[CH3:2].O.O.Cl[Sn]Cl, predict the reaction product. The product is: [C:1]([O:5][C:6](=[O:28])[NH:7][C:8]1[C:13]([NH2:14])=[CH:12][C:11]([C:17]2[CH:22]=[CH:21][CH:20]=[C:19]([F:23])[C:18]=2[F:24])=[C:10]([N:25]([CH3:26])[CH3:27])[CH:9]=1)([CH3:4])([CH3:3])[CH3:2]. (2) Given the reactants [CH2:1]([O:3][C:4]([N:6]1[C:15]2[C:10](=[N:11][C:12]([O:16][CH3:17])=[CH:13][CH:14]=2)[C@@H:9]([NH:18][C:19]2[N:24]=[C:23]([CH2:25][C:26]3[CH:31]=[C:30]([C:32]([F:35])([F:34])[F:33])[CH:29]=[C:28]([C:36]([F:39])([F:38])[F:37])[CH:27]=3)[C:22]([C:40]3[CH:41]=[N:42][CH:43]=[C:44]([CH:46]=[O:47])[CH:45]=3)=[CH:21][N:20]=2)[CH2:8][C@H:7]1[CH2:48][CH3:49])=[O:5])[CH3:2].[H-].C([Al+]CC(C)C)C(C)C.O1CCCC1.[Cl-].[NH4+], predict the reaction product. The product is: [CH2:1]([O:3][C:4]([N:6]1[C:15]2[C:10](=[N:11][C:12]([O:16][CH3:17])=[CH:13][CH:14]=2)[C@@H:9]([NH:18][C:19]2[N:24]=[C:23]([CH2:25][C:26]3[CH:27]=[C:28]([C:36]([F:37])([F:38])[F:39])[CH:29]=[C:30]([C:32]([F:33])([F:35])[F:34])[CH:31]=3)[C:22]([C:40]3[CH:41]=[N:42][CH:43]=[C:44]([CH2:46][OH:47])[CH:45]=3)=[CH:21][N:20]=2)[CH2:8][C@H:7]1[CH2:48][CH3:49])=[O:5])[CH3:2]. (3) Given the reactants [C:1]1([S:7]([N:10]2[C:18]3[C:13](=[CH:14][CH:15]=[CH:16][CH:17]=3)[C:12]([C:19](O)=[O:20])=[CH:11]2)(=[O:9])=[O:8])[CH:6]=[CH:5][CH:4]=[CH:3][CH:2]=1.C(Cl)(=O)C(Cl)=O.[CH3:28][N:29]1[CH2:34][CH2:33][NH:32][CH2:31][CH2:30]1, predict the reaction product. The product is: [C:1]1([S:7]([N:10]2[C:18]3[C:13](=[CH:14][CH:15]=[CH:16][CH:17]=3)[C:12]([C:19]([N:32]3[CH2:33][CH2:34][N:29]([CH3:28])[CH2:30][CH2:31]3)=[O:20])=[CH:11]2)(=[O:9])=[O:8])[CH:2]=[CH:3][CH:4]=[CH:5][CH:6]=1. (4) Given the reactants [C:1]1([CH:7]([O:11][C:12]2[CH:17]=[CH:16][C:15]([O:18][C:19]3[CH:24]=[CH:23][CH:22]=[C:21]([C:25]([F:28])([F:27])[F:26])[CH:20]=3)=[CH:14][CH:13]=2)[CH2:8][CH2:9]Cl)[CH:6]=[CH:5][CH:4]=[CH:3][CH:2]=1.Cl.[CH2:30]([O:32][C:33](=[O:37])[CH2:34][NH:35][CH3:36])[CH3:31].C(N(C(C)C)CC)(C)C.CN1CCCC1=O, predict the reaction product. The product is: [CH2:30]([O:32][C:33](=[O:37])[CH2:34][N:35]([CH3:36])[CH2:9][CH2:8][CH:7]([C:1]1[CH:6]=[CH:5][CH:4]=[CH:3][CH:2]=1)[O:11][C:12]1[CH:17]=[CH:16][C:15]([O:18][C:19]2[CH:24]=[CH:23][CH:22]=[C:21]([C:25]([F:28])([F:27])[F:26])[CH:20]=2)=[CH:14][CH:13]=1)[CH3:31]. (5) Given the reactants C(OC1C=CN(CC(C2C=CC(C[Br:25])=CC=2C)=O)C(=O)C=1)C1C=CC=CC=1.[Br:28][C:29]1[CH:30]=[CH:31][C:32]([CH2:35][O:36][C:37]2[CH:42]=[CH:41][N:40]([CH2:43][C:44]([C:46]3[CH:51]=[CH:50][C:49]([CH2:52]O)=[CH:48][C:47]=3[CH3:54])=[O:45])[C:39](=[O:55])[CH:38]=2)=[N:33][CH:34]=1.C(OC1C=CN(CC(C2C=CC(CO)=CC=2C)=O)C(=O)C=1)C1C=CC=CC=1, predict the reaction product. The product is: [Br:25][CH2:52][C:49]1[CH:50]=[CH:51][C:46]([C:44](=[O:45])[CH2:43][N:40]2[CH:41]=[CH:42][C:37]([O:36][CH2:35][C:32]3[CH:31]=[CH:30][C:29]([Br:28])=[CH:34][N:33]=3)=[CH:38][C:39]2=[O:55])=[C:47]([CH3:54])[CH:48]=1. (6) Given the reactants [C:1]([C:4]1[CH:9]=[CH:8][C:7]([B:10]([OH:12])[OH:11])=[CH:6][CH:5]=1)(=[O:3])[CH3:2].C1COCC1.[Br:18]Br, predict the reaction product. The product is: [Br:18][CH2:2][C:1]([C:4]1[CH:5]=[CH:6][C:7]([B:10]([OH:12])[OH:11])=[CH:8][CH:9]=1)=[O:3]. (7) Given the reactants C([O:4][C@H:5]1[C@@H:19]([O:20]C(=O)C)[C@H:18]([O:24]C(=O)C)[C@@H:17]([CH2:28][O:29]C(=O)C)[O:16][C@@H:6]1[O:7][C:8]1[CH:13]=[CH:12][C:11](I)=[CH:10][C:9]=1[F:15])(=O)C.[NH:33]1[C:41]2[C:36](=[CH:37][CH:38]=[CH:39][CH:40]=2)[CH:35]=[CH:34]1, predict the reaction product. The product is: [O:7]([C:8]1[CH:13]=[CH:12][C:11]([N:33]2[C:41]3[C:36](=[CH:37][CH:38]=[CH:39][CH:40]=3)[CH:35]=[CH:34]2)=[CH:10][C:9]=1[F:15])[C@H:6]1[O:16][C@H:17]([CH2:28][OH:29])[C@@H:18]([OH:24])[C@H:19]([OH:20])[C@@H:5]1[OH:4].